The task is: Predict the reactants needed to synthesize the given product.. This data is from Full USPTO retrosynthesis dataset with 1.9M reactions from patents (1976-2016). (1) The reactants are: [CH3:1][O:2][C:3]1[CH:4]=[C:5]([CH:13]=[CH:14][C:15]=1[O:16][CH3:17])[CH:6]=[C:7]1[CH2:11][CH2:10][CH2:9][C:8]1=[O:12].[Cl-:18].[CH3:19][N+:20](=[CH2:22])[CH3:21]. Given the product [ClH:18].[CH3:1][O:2][C:3]1[CH:4]=[C:5]([CH:13]=[CH:14][C:15]=1[O:16][CH3:17])[CH:6]=[C:7]1[CH2:11][CH2:10][CH:9]([CH2:19][N:20]([CH3:22])[CH3:21])[C:8]1=[O:12], predict the reactants needed to synthesize it. (2) Given the product [CH3:31][C:27]1([CH3:30])[O:26][C:25]2[CH:32]=[CH:33][C:22]([C@H:20]3[O:19][C:18](=[O:34])[N:17]([CH2:16][CH2:15][CH2:14][CH2:13][CH2:12][CH2:11][O:10][CH2:9][CH2:8][O:7][CH2:6][C:5]4[CH:4]=[CH:3][C:2]([NH:1][C:44]([NH:43][C:37]5[CH:42]=[CH:41][CH:40]=[CH:39][CH:38]=5)=[O:45])=[CH:36][CH:35]=4)[CH2:21]3)=[CH:23][C:24]=2[CH2:29][O:28]1, predict the reactants needed to synthesize it. The reactants are: [NH2:1][C:2]1[CH:36]=[CH:35][C:5]([CH2:6][O:7][CH2:8][CH2:9][O:10][CH2:11][CH2:12][CH2:13][CH2:14][CH2:15][CH2:16][N:17]2[CH2:21][C@@H:20]([C:22]3[CH:33]=[CH:32][C:25]4[O:26][C:27]([CH3:31])([CH3:30])[O:28][CH2:29][C:24]=4[CH:23]=3)[O:19][C:18]2=[O:34])=[CH:4][CH:3]=1.[C:37]1([N:43]=[C:44]=[O:45])[CH:42]=[CH:41][CH:40]=[CH:39][CH:38]=1.C(O)(C)C. (3) Given the product [F:11][C:9]1[CH:10]=[C:2]([C:13]#[N:14])[C:3]2[CH2:4][CH2:5][C:6](=[O:12])[C:7]=2[CH:8]=1, predict the reactants needed to synthesize it. The reactants are: Br[C:2]1[CH:10]=[C:9]([F:11])[CH:8]=[C:7]2[C:3]=1[CH2:4][CH2:5][C:6]2=[O:12].[CH3:13][N:14](C=O)C. (4) Given the product [Br:1][CH2:35][CH2:36][C@H:37]([NH:46][C:47]([O:49][C:50]([CH3:53])([CH3:52])[CH3:51])=[O:48])[C:38]([O:40][CH:41]1[CH2:45][CH2:44][CH2:43][CH2:42]1)=[O:39], predict the reactants needed to synthesize it. The reactants are: [Br:1]N1C(=O)CCC1=O.C1(P(C2C=CC=CC=2)C2C=CC=CC=2)C=CC=CC=1.N1C=CC=CC=1.O[CH2:35][CH2:36][C@H:37]([NH:46][C:47]([O:49][C:50]([CH3:53])([CH3:52])[CH3:51])=[O:48])[C:38]([O:40][CH:41]1[CH2:45][CH2:44][CH2:43][CH2:42]1)=[O:39]. (5) Given the product [Cl:1][C:2]1[CH:7]=[CH:6][C:5]([CH2:8][C:9]2[C:18]3[C:13](=[CH:14][CH:15]=[CH:16][CH:17]=3)[C:12](=[O:19])[N:11]([CH:20]3[CH2:26][CH2:25][CH2:24][N:23]([CH2:41][CH2:42][C:43]4[CH:44]=[CH:45][C:46]([O:49][CH:50]5[CH2:51][CH2:52][N:53]([CH:56]6[CH2:59][CH2:58][CH2:57]6)[CH2:54][CH2:55]5)=[CH:47][CH:48]=4)[CH2:22][CH2:21]3)[N:10]=2)=[CH:4][CH:3]=1, predict the reactants needed to synthesize it. The reactants are: [Cl:1][C:2]1[CH:7]=[CH:6][C:5]([CH2:8][C:9]2[C:18]3[C:13](=[CH:14][CH:15]=[CH:16][CH:17]=3)[C:12](=[O:19])[N:11]([CH:20]3[CH2:26][CH2:25][CH2:24][NH:23][CH2:22][CH2:21]3)[N:10]=2)=[CH:4][CH:3]=1.CCN(C(C)C)C(C)C.CS(O[CH2:41][CH2:42][C:43]1[CH:48]=[CH:47][C:46]([O:49][CH:50]2[CH2:55][CH2:54][N:53]([CH:56]3[CH2:59][CH2:58][CH2:57]3)[CH2:52][CH2:51]2)=[CH:45][CH:44]=1)(=O)=O.C(Cl)(=O)C. (6) Given the product [F:27][C:24]([F:25])([F:26])[S:21]([N-:20][S:17]([C:13]([F:14])([F:15])[F:16])(=[O:18])=[O:19])(=[O:22])=[O:23].[CH2:2]([N+:4]([CH2:10][CH3:11])([CH2:8][CH3:9])[CH2:5][CH2:6][OH:7])[CH3:3], predict the reactants needed to synthesize it. The reactants are: [Br-].[CH2:2]([N+:4]([CH2:10][CH3:11])([CH2:8][CH3:9])[CH2:5][CH2:6][OH:7])[CH3:3].[Li+].[C:13]([S:17]([N-:20][S:21]([C:24]([F:27])([F:26])[F:25])(=[O:23])=[O:22])(=[O:19])=[O:18])([F:16])([F:15])[F:14]. (7) Given the product [CH3:1][O:2][C:3]1[C:4]2[O:11][C:6]([CH3:10])([CH3:7])[CH2:5][C:5]=2[C:6]([CH3:10])=[CH:7][C:8]=1[CH3:9], predict the reactants needed to synthesize it. The reactants are: [CH3:1][O:2][C:3]1[C:8]([CH3:9])=[CH:7][C:6]([CH3:10])=[CH:5][C:4]=1[OH:11].FC(F)(F)S(O)(=O)=O.